From a dataset of Forward reaction prediction with 1.9M reactions from USPTO patents (1976-2016). Predict the product of the given reaction. (1) Given the reactants [CH3:1][CH:2]([C:6]([OH:8])=[O:7])[C:3]([OH:5])=[O:4].[OH-].[Na+].[N+]([O-])(O)=O.[N+]([O-])([O-])=O.[Ag+:19], predict the reaction product. The product is: [CH3:1][CH:2]([C:6]([O-:8])=[O:7])[C:3]([O-:5])=[O:4].[Ag+2:19]. (2) Given the reactants [O:1]1[CH2:6][CH2:5][N:4]([CH2:7][C:8]2[CH:25]=[CH:24][C:11]([CH2:12]C3C=C(C)C=CC=3S([O-])(=O)=O)=[CH:10][CH:9]=2)[CH2:3][CH2:2]1.[N:26]1[C:31]2[NH:32][CH:33]=[CH:34][C:30]=2[C:29]([C:35]2[CH:36]=[C:37]([NH:41][C:42](=[O:53])[C:43]3[CH:48]=[CH:47][CH:46]=[C:45]([C:49]([F:52])([F:51])[F:50])[CH:44]=3)[CH:38]=[CH:39][CH:40]=2)=[N:28][CH:27]=1, predict the reaction product. The product is: [O:1]1[CH2:2][CH2:3][N:4]([CH2:7][C:8]2[CH:9]=[CH:10][C:11]([CH2:12][N:32]3[C:31]4[N:26]=[CH:27][N:28]=[C:29]([C:35]5[CH:36]=[C:37]([NH:41][C:42](=[O:53])[C:43]6[CH:48]=[CH:47][CH:46]=[C:45]([C:49]([F:52])([F:51])[F:50])[CH:44]=6)[CH:38]=[CH:39][CH:40]=5)[C:30]=4[CH:34]=[CH:33]3)=[CH:24][CH:25]=2)[CH2:5][CH2:6]1. (3) Given the reactants [CH3:1][O:2][C:3]([C:5]1[CH:9]=[CH:8][N:7]([CH2:10][CH2:11][CH2:12][C@H:13]([NH:17][C:18](=[O:44])[C@H:19]([CH2:36][C:37]2[CH:42]=[CH:41][CH:40]=[C:39]([CH3:43])[CH:38]=2)[NH:20][C:21](=[O:35])[CH:22]([C:29]2[CH:34]=[CH:33][CH:32]=[CH:31][CH:30]=2)[C:23]2[CH:28]=[CH:27][CH:26]=[CH:25][CH:24]=2)[C:14]([OH:16])=O)[N:6]=1)=[O:4].C[N:46]1CCOCC1.ClC(OCC(C)C)=O, predict the reaction product. The product is: [CH3:1][O:2][C:3]([C:5]1[CH:9]=[CH:8][N:7]([CH2:10][CH2:11][CH2:12][C@H:13]([NH:17][C:18](=[O:44])[C@H:19]([CH2:36][C:37]2[CH:42]=[CH:41][CH:40]=[C:39]([CH3:43])[CH:38]=2)[NH:20][C:21](=[O:35])[CH:22]([C:29]2[CH:34]=[CH:33][CH:32]=[CH:31][CH:30]=2)[C:23]2[CH:24]=[CH:25][CH:26]=[CH:27][CH:28]=2)[C:14]([NH2:46])=[O:16])[N:6]=1)=[O:4]. (4) Given the reactants [CH2:1]([N:8]1[C:16]2[C:11](=[CH:12][CH:13]=[CH:14][CH:15]=2)[C:10]([CH2:18][C:19]([N:21]([CH3:23])[CH3:22])=[O:20])(O)[C:9]1=[O:24])[C:2]1[CH:7]=[CH:6][CH:5]=[CH:4][CH:3]=1.C(OC(=O)C)(=O)C, predict the reaction product. The product is: [CH2:1]([N:8]1[C:16]2[C:11](=[CH:12][CH:13]=[CH:14][CH:15]=2)[CH:10]([CH2:18][C:19]([N:21]([CH3:23])[CH3:22])=[O:20])[C:9]1=[O:24])[C:2]1[CH:3]=[CH:4][CH:5]=[CH:6][CH:7]=1. (5) Given the reactants O[C:2]1[CH:11]=[C:10]2[C:5]([CH:6](CCCCCCCCCSCCCC(F)(F)C(F)(F)F)[CH:7](C3C=CC(O)=CC=3)[CH2:8][O:9]2)=[CH:4][CH:3]=1.O, predict the reaction product. The product is: [O:9]1[C:10]2[C:5](=[CH:4][CH:3]=[CH:2][CH:11]=2)[CH2:6][CH2:7][CH2:8]1. (6) Given the reactants [OH:1][CH2:2][CH2:3][CH2:4][N:5]1[CH2:9][CH2:8][CH2:7][C:6]1=[O:10].[Br:11][C:12]1[C:17]([CH3:18])=[CH:16][C:15](O)=[CH:14][C:13]=1[CH3:20], predict the reaction product. The product is: [Br:11][C:12]1[C:17]([CH3:18])=[CH:16][C:15]([O:1][CH2:2][CH2:3][CH2:4][N:5]2[CH2:9][CH2:8][CH2:7][C:6]2=[O:10])=[CH:14][C:13]=1[CH3:20]. (7) Given the reactants [F:1][C:2]1[C:7]([O:8][CH3:9])=[CH:6][CH:5]=[CH:4][C:3]=1[C:10]([CH3:14])([CH3:13])[C:11]#N.CC(C[AlH]CC(C)C)C.C(O)(=O)[C@@H]([C@H](C(O)=O)O)[OH:26], predict the reaction product. The product is: [F:1][C:2]1[C:7]([O:8][CH3:9])=[CH:6][CH:5]=[CH:4][C:3]=1[C:10]([CH3:14])([CH3:13])[CH:11]=[O:26].